This data is from Reaction yield outcomes from USPTO patents with 853,638 reactions. The task is: Predict the reaction yield, written as a fraction of the theoretical maximum amount of product (1.0 means a 100% yield; for example, 0.34 means a 34% yield). (1) The reactants are [O:1]1[C:7]2[N:8]=[C:9]([C:12]([O:14][CH:15]([CH3:17])[CH3:16])=[O:13])[CH:10]=[CH:11][C:6]=2[CH2:5][NH:4][CH2:3][CH2:2]1.[CH3:18][O:19][C:20]1[CH:27]=[CH:26][C:23]([CH:24]=O)=[CH:22][CH:21]=1.[BH-](OC(C)=O)(OC(C)=O)OC(C)=O.[Na+]. The catalyst is C(Cl)Cl. The product is [CH3:18][O:19][C:20]1[CH:27]=[CH:26][C:23]([CH2:24][N:4]2[CH2:5][C:6]3[CH:11]=[CH:10][C:9]([C:12]([O:14][CH:15]([CH3:17])[CH3:16])=[O:13])=[N:8][C:7]=3[O:1][CH2:2][CH2:3]2)=[CH:22][CH:21]=1. The yield is 0.780. (2) The reactants are [OH:1][C:2]1[CH:10]=[CH:9][C:8]([C:11]2[S:12][CH:13]=[CH:14][CH:15]=2)=[CH:7][C:3]=1[C:4]([OH:6])=O.[CH2:16]([O:18][C:19]([C:21]1[S:25][C:24]([NH2:26])=[N:23][C:22]=1[C:27]1[CH:32]=[CH:31][CH:30]=[CH:29][CH:28]=1)=[O:20])[CH3:17]. No catalyst specified. The product is [CH2:16]([O:18][C:19]([C:21]1[S:25][C:24]([NH:26][C:4](=[O:6])[C:3]2[CH:7]=[C:8]([C:11]3[S:12][CH:13]=[CH:14][CH:15]=3)[CH:9]=[CH:10][C:2]=2[OH:1])=[N:23][C:22]=1[C:27]1[CH:32]=[CH:31][CH:30]=[CH:29][CH:28]=1)=[O:20])[CH3:17]. The yield is 0.582.